This data is from Reaction yield outcomes from USPTO patents with 853,638 reactions. The task is: Predict the reaction yield, written as a fraction of the theoretical maximum amount of product (1.0 means a 100% yield; for example, 0.34 means a 34% yield). (1) The reactants are C(OC(=O)[NH:7][CH:8]1[CH2:13][CH2:12][C:11]([C:15](=[O:27])[NH:16][C:17]2[CH:22]=[CH:21][N:20]=[C:19]3[O:23][CH2:24][CH2:25][O:26][C:18]=23)([OH:14])[CH2:10][CH2:9]1)(C)(C)C.CO. The catalyst is C(OCC)(=O)C. The product is [O:26]1[C:18]2[C:19](=[N:20][CH:21]=[CH:22][C:17]=2[NH:16][C:15]([C:11]2([OH:14])[CH2:12][CH2:13][CH:8]([NH2:7])[CH2:9][CH2:10]2)=[O:27])[O:23][CH2:24][CH2:25]1. The yield is 0.320. (2) The reactants are [C:1]([OH:9])(=[O:8])[C:2]([CH2:4][C:5]([OH:7])=O)=[CH2:3].[O:10]([C:17]1[CH:23]=[CH:22][C:20]([NH2:21])=[CH:19][CH:18]=1)[C:11]1[CH:16]=[CH:15][CH:14]=[CH:13][CH:12]=1. The catalyst is CCOC(C)=O. The product is [O:7]=[C:5]1[N:21]([C:20]2[CH:19]=[CH:18][C:17]([O:10][C:11]3[CH:16]=[CH:15][CH:14]=[CH:13][CH:12]=3)=[CH:23][CH:22]=2)[CH2:3][CH:2]([C:1]([OH:9])=[O:8])[CH2:4]1. The yield is 0.650.